From a dataset of Forward reaction prediction with 1.9M reactions from USPTO patents (1976-2016). Predict the product of the given reaction. (1) Given the reactants [NH:1]1[CH2:5][CH2:4][C@@H:3]([NH:6][C:7]2[N:8]=[CH:9][C:10](/[CH:13]=[CH:14]/[C:15]([O:17][CH3:18])=[O:16])=[N:11][CH:12]=2)[CH2:2]1.[CH3:19]CN(C(C)C)C(C)C.[C:28]1([CH2:34][CH2:35][CH:36]=O)[CH:33]=[CH:32][CH:31]=[CH:30][CH:29]=1.C(O[BH-](OC(=O)C)OC(=O)C)(=O)C.[Na+].C([O-])(O)=O.[Na+], predict the reaction product. The product is: [C:28]1([CH2:34][CH2:35][CH2:36][N:1]2[CH2:5][CH2:4][CH2:19][C@@H:3]([NH:6][C:7]3[N:8]=[CH:9][C:10](/[CH:13]=[CH:14]/[C:15]([O:17][CH3:18])=[O:16])=[N:11][CH:12]=3)[CH2:2]2)[CH:33]=[CH:32][CH:31]=[CH:30][CH:29]=1. (2) Given the reactants [N:1]1[CH:6]=[CH:5][C:4]([C:7]2[CH:11]3[CH2:12][N:13](C(=O)C)[CH2:14][CH2:15][C:10]3(N3CCCC3)[O:9][N:8]=2)=[CH:3][CH:2]=1.S(=O)(=O)(O)O.[OH-].[Na+], predict the reaction product. The product is: [N:1]1[CH:2]=[CH:3][C:4]([C:7]2[C:11]3[CH2:12][NH:13][CH2:14][CH2:15][C:10]=3[O:9][N:8]=2)=[CH:5][CH:6]=1.